This data is from Reaction yield outcomes from USPTO patents with 853,638 reactions. The task is: Predict the reaction yield, written as a fraction of the theoretical maximum amount of product (1.0 means a 100% yield; for example, 0.34 means a 34% yield). The reactants are [CH2:1]([C:9]1[CH:14]=[CH:13][C:12]([OH:15])=[CH:11][CH:10]=1)[CH2:2][CH2:3][CH2:4][CH2:5][CH2:6][CH2:7][CH3:8].[I:16]I. The catalyst is C(Cl)Cl. The product is [I:16][C:13]1[CH:14]=[C:9]([CH2:1][CH2:2][CH2:3][CH2:4][CH2:5][CH2:6][CH2:7][CH3:8])[CH:10]=[CH:11][C:12]=1[OH:15]. The yield is 0.870.